From a dataset of NCI-60 drug combinations with 297,098 pairs across 59 cell lines. Regression. Given two drug SMILES strings and cell line genomic features, predict the synergy score measuring deviation from expected non-interaction effect. Drug 1: C1C(C(OC1N2C=C(C(=O)NC2=O)F)CO)O. Drug 2: CC12CCC3C(C1CCC2OP(=O)(O)O)CCC4=C3C=CC(=C4)OC(=O)N(CCCl)CCCl.[Na+]. Cell line: UO-31. Synergy scores: CSS=40.5, Synergy_ZIP=-17.1, Synergy_Bliss=-16.9, Synergy_Loewe=-11.5, Synergy_HSA=-9.53.